This data is from Experimentally validated miRNA-target interactions with 360,000+ pairs, plus equal number of negative samples. The task is: Binary Classification. Given a miRNA mature sequence and a target amino acid sequence, predict their likelihood of interaction. (1) The miRNA is mmu-miR-295-3p with sequence AAAGUGCUACUACUUUUGAGUCU. The protein sequence of the target gene is MSNPGDVRPVPHRSKVCRCLFGPVDSEQLRRDCDALMAGCLQEARERWNFDFVTETPLEGNFVWERVRSLGLPKVYLSPGSRSRDDLGGDKRPSTSSALLQGPAPEDHVALSLSCTLVSERPEDSPGGPGTSQGRKRRQTSLTDFYHSKRRLVFCKRKP. Result: 1 (interaction). (2) The miRNA is hsa-miR-6769b-3p with sequence CCCUCUCUGUCCCACCCAUAG. The protein sequence of the target gene is MLAPGGGPEQRSKLVLQWRQVSWITCWIALCAVEVIPACPFSCTCDSRSLEVDCSGLGLTTVPPDVPAATQSLLLLNNKLSALPSWAFANLSNLQRLDLSNNFLDQLPRSIFEDLVNLTELQLRNNSIRTLDRDLLQHSPLLRHLDLSINGLAQLPPGLFDGLLALRSLSLRSNRLQSLDRLTFEPLASLQLLQVGDNPWECDCNLREFKHWLEWFSYRGGRLDQLACTLPKELRGKDMRAVPMEMFNYCSQLEDENNSAGLDAPGPPCTKASPEPPKPKPGAEPEPEPSTACPQKQRYR.... Result: 0 (no interaction). (3) The miRNA is mmu-miR-34b-5p with sequence AGGCAGUGUAAUUAGCUGAUUGU. The protein sequence of the target gene is MLALRCGPRLLGLLSGPRSAPLLLSATRTCSDGGARGANSSSGNPLVYLDVGADGQPLGRVVLELKADVVPKTAENFRALCTGEKGFGYKGSTFHRVIPAFMCQAGDFTNHNGTGGRSIYGSRFPDENFTLKHVGPGVLSMANAGPNTNGSQFFICTIKTDWLDGKHVVFGHVKEGMDVVKKIESFGSKSGKTSKKIVITDCGQLS. Result: 1 (interaction). (4) The miRNA is hsa-miR-8052 with sequence CGGGACUGUAGAGGGCAUGAGC. The protein sequence of the target gene is MPPSGPRGTLLLLPLLLLLLLRAVLAVPLERGAPNKEETPATESPDTGLYYHRYLQEVIDVLETDGHFREKLQAANAEDIKSGKLSRELDFVSHHVRTKLDELKRQEVSRLRMLLKAKMDAEQDPNVQVDHLNLLKQFEHLDPQNQHTFEARDLELLIQTATRDLAQYDAAHHEEFKRYEMLKEHERRRYLESLGEEQRKEAERKLEEQQRRHREHPKVNVPGSQAQLKEVWEELDGLDPNRFNPKTFFILHDINSDGVLDEQELEALFTKELEKVYDPKNEEDDMREMEEERLRMREHV.... Result: 1 (interaction). (5) Result: 0 (no interaction). The miRNA is hsa-miR-30a-5p with sequence UGUAAACAUCCUCGACUGGAAG. The protein sequence of the target gene is MAQGSHQIDFQVLHDLRQKFPEVPEVVVSRCMLQNNNNLDACCAVLSQESTRYLYGEGDLNFSDESGISGLRNHMTSLNLDLQSQNVYHHGREGSRVNGSRTLTHSVSDGQLHGGQSNNELFQQEPQTAPAQVPQGFNVFGMPSTSGASNSTPHLGFHLGSKGTSNLSQQTPRFNPIMVTLAPNIQTGRSTPTSLHIHGVPPPVLNSPQGNSIYIRPYITTPSGTARQTQQHSGWVSQFNPMNPQQAYQPSQPGPWTTYPASNPLPHTSTQQPNQQGHQTSHVYMPISSPTTPQPPTIHS.... (6) The miRNA is hsa-miR-6753-3p with sequence UGGUCUGUCUCUGCCCUGGCAC. The protein sequence of the target gene is MTLVLLGVAMVLLHRAACEKPLEETITPLTWRFTHSLYNATIYENSAPKTYVESPVKMGMYLAEPHWVVKYRIISGDAAGVFKTEEHVVGNFCFLRIRTKSSNTALLNREVRDSYTLVVQASDKSLEFEALTQVVVHILDQNDLKPLFSPPSYRFTISEDRPLKSPICKVTATDADLGQNAEFYYAFNARSEVFAIHPTSGVVTVAGKLNVTWRGKYELQVLAVDRMRKISEGNGFGNLAPLVIYVEPVHRKPPVITLVVLNPPEGDEGDIYATVTVDTNGSGAEVDSLEVVGGDPGKYF.... Result: 0 (no interaction).